Dataset: Full USPTO retrosynthesis dataset with 1.9M reactions from patents (1976-2016). Task: Predict the reactants needed to synthesize the given product. The reactants are: [CH3:1][C:2]([CH3:7])([CH2:5][NH2:6])[CH2:3][NH2:4].[ClH:8].[NH2:9][C:10](N)=N. Given the product [ClH:8].[CH3:1][C:2]1([CH3:7])[CH2:5][NH:6][C:10]([NH2:9])=[N:4][CH2:3]1, predict the reactants needed to synthesize it.